Dataset: TCR-epitope binding with 47,182 pairs between 192 epitopes and 23,139 TCRs. Task: Binary Classification. Given a T-cell receptor sequence (or CDR3 region) and an epitope sequence, predict whether binding occurs between them. (1) The epitope is LPAADLDDF. The TCR CDR3 sequence is CASSRGTPTGELFF. Result: 1 (the TCR binds to the epitope). (2) The TCR CDR3 sequence is CASSEFILAGPNTGELFF. Result: 0 (the TCR does not bind to the epitope). The epitope is ARMILMTHF. (3) The epitope is GTSGSPIIDK. The TCR CDR3 sequence is CATAAGTGGNEQYF. Result: 0 (the TCR does not bind to the epitope). (4) The epitope is KRWIIMGLNK. The TCR CDR3 sequence is CASSEAAGGYGEQFF. Result: 0 (the TCR does not bind to the epitope).